Predict the product of the given reaction. From a dataset of Forward reaction prediction with 1.9M reactions from USPTO patents (1976-2016). (1) Given the reactants C([O:3][C:4](=[O:36])[C:5]1[CH:10]=[CH:9][CH:8]=[C:7]([NH:11][C:12]([NH:14][C:15]2[CH:20]=[CH:19][C:18]([CH2:21][O:22][C:23]3[CH:28]=[CH:27][C:26]([C:29](=[O:31])[CH3:30])=[C:25]([OH:32])[C:24]=3[CH2:33][CH2:34][CH3:35])=[CH:17][CH:16]=2)=[O:13])[CH:6]=1)C.O1CCCC1.[OH-].[Na+].Cl, predict the reaction product. The product is: [C:29]([C:26]1[CH:27]=[CH:28][C:23]([O:22][CH2:21][C:18]2[CH:19]=[CH:20][C:15]([NH:14][C:12](=[O:13])[NH:11][C:7]3[CH:6]=[C:5]([CH:10]=[CH:9][CH:8]=3)[C:4]([OH:36])=[O:3])=[CH:16][CH:17]=2)=[C:24]([CH2:33][CH2:34][CH3:35])[C:25]=1[OH:32])(=[O:31])[CH3:30]. (2) Given the reactants [N:1]1([CH2:6][C:7]([N:9]2[C:17]3[C:12](=[CH:13][C:14]([NH2:18])=[CH:15][CH:16]=3)[CH2:11][CH2:10]2)=[O:8])[CH:5]=[CH:4][CH:3]=[N:2]1.[CH3:19][C:20]1[CH:28]=[CH:27][C:23]([C:24](O)=[O:25])=[C:22]([N:29]2[CH2:34][CH2:33][CH:32]([CH3:35])[CH2:31][CH2:30]2)[CH:21]=1.F[P-](F)(F)(F)(F)F.N1(O[P+](N2CCCC2)(N2CCCC2)N2CCCC2)C2C=CC=CC=2N=N1.C(N(C(C)C)CC)(C)C, predict the reaction product. The product is: [CH3:19][C:20]1[CH:28]=[CH:27][C:23]([C:24]([NH:18][C:14]2[CH:13]=[C:12]3[C:17](=[CH:16][CH:15]=2)[N:9]([C:7](=[O:8])[CH2:6][N:1]2[CH:5]=[CH:4][CH:3]=[N:2]2)[CH2:10][CH2:11]3)=[O:25])=[C:22]([N:29]2[CH2:34][CH2:33][CH:32]([CH3:35])[CH2:31][CH2:30]2)[CH:21]=1.